From a dataset of Forward reaction prediction with 1.9M reactions from USPTO patents (1976-2016). Predict the product of the given reaction. (1) Given the reactants C([O:8][C:9]1[C:10]([O:24][CH3:25])=[CH:11][C:12]2[C:18](=[O:19])[N:17]3[CH2:20][CH2:21][CH2:22][C@@H:16]3[CH:15]=[N:14][C:13]=2[CH:23]=1)C1C=CC=CC=1, predict the reaction product. The product is: [OH:8][C:9]1[C:10]([O:24][CH3:25])=[CH:11][C:12]2[C:18](=[O:19])[N:17]3[CH2:20][CH2:21][CH2:22][C@H:16]3[CH:15]=[N:14][C:13]=2[CH:23]=1. (2) Given the reactants ClC1C(C(O)=O)=CC(C)=C2C=1C=CN2.[C:15]([C:18]1[CH:19]=[C:20]([C:28]([O:30]C)=[O:29])[C:21]([Cl:27])=[C:22]2[C:26]=1[NH:25][CH:24]=[CH:23]2)(=[O:17])[CH3:16], predict the reaction product. The product is: [C:15]([C:18]1[CH:19]=[C:20]([C:28]([OH:30])=[O:29])[C:21]([Cl:27])=[C:22]2[C:26]=1[NH:25][CH:24]=[CH:23]2)(=[O:17])[CH3:16]. (3) Given the reactants [N:1]1[CH:6]=[CH:5][CH:4]=[C:3]([C:7]2[CH:11]=[C:10]([C:12]([F:15])([F:14])[F:13])[N:9]([C:16]3[N:21]=[N:20][C:19]([NH2:22])=[CH:18][CH:17]=3)[N:8]=2)[CH:2]=1.C([N:26]([CH2:30][CH3:31])C(C)C)(C)C.[Cl-].[C:33](=[O:36])(O)[O-].[Na+], predict the reaction product. The product is: [N:1]1[CH:6]=[CH:5][CH:4]=[C:3]([C:7]2[CH:11]=[C:10]([C:12]([F:15])([F:13])[F:14])[N:9]([C:16]3[N:21]=[N:20][C:19]([NH2:22])=[CH:18][CH:17]=3)[N:8]=2)[CH:2]=1.[C:30]([C:31]1[CH:5]=[C:4]([CH:3]=[CH:7][CH:11]=1)[C:33]([NH:22][C:19]1[N:20]=[N:21][C:16]([N:9]2[C:10]([C:12]([F:15])([F:13])[F:14])=[CH:11][C:7]([C:3]3[CH:2]=[N:1][CH:6]=[CH:5][CH:4]=3)=[N:8]2)=[CH:17][CH:18]=1)=[O:36])#[N:26]. (4) Given the reactants [CH2:1]([O:8][C:9]1[CH:10]=[C:11]2[C:15](=[CH:16][CH:17]=1)[NH:14][CH:13]=[CH:12]2)[C:2]1[CH:7]=[CH:6][CH:5]=[CH:4][CH:3]=1.[H-].[Na+].[CH2:20]([O:22][C:23](=[O:30])[CH2:24][CH:25](Br)[CH2:26][CH2:27][CH3:28])[CH3:21].O, predict the reaction product. The product is: [CH2:20]([O:22][C:23](=[O:30])[CH2:24][CH:25]([N:14]1[C:15]2[C:11](=[CH:10][C:9]([O:8][CH2:1][C:2]3[CH:3]=[CH:4][CH:5]=[CH:6][CH:7]=3)=[CH:17][CH:16]=2)[CH:12]=[CH:13]1)[CH2:26][CH2:27][CH3:28])[CH3:21]. (5) Given the reactants [CH3:1][C:2]1[CH:7]=[CH:6][C:5]([NH:8][CH:9]2[CH:14]([OH:15])[CH:13]([OH:16])[CH:12]([OH:17])[CH2:11][O:10]2)=[CH:4][C:3]=1[N+:18]([O-:20])=[O:19].[BH4-].[Na+], predict the reaction product. The product is: [CH3:1][C:2]1[CH:7]=[CH:6][C:5]([NH:8][CH2:9][CH:14]([OH:15])[CH:13]([OH:16])[CH:12]([OH:17])[CH2:11][OH:10])=[CH:4][C:3]=1[N+:18]([O-:20])=[O:19]. (6) Given the reactants [O:1]=[C:2]1[C:10]2[C:5](=[CH:6][C:7]([CH2:11][CH2:12][CH:13]=O)=[CH:8][CH:9]=2)[CH2:4][O:3]1.FC(F)(F)C(O)=O.[NH:22]1[CH2:27][CH2:26][S:25](=[O:29])(=[O:28])[CH2:24][CH2:23]1.C([BH3-])#N.[Na+], predict the reaction product. The product is: [O:28]=[S:25]1(=[O:29])[CH2:26][CH2:27][N:22]([CH2:13][CH2:12][CH2:11][C:7]2[CH:6]=[C:5]3[C:10](=[CH:9][CH:8]=2)[C:2](=[O:1])[O:3][CH2:4]3)[CH2:23][CH2:24]1. (7) Given the reactants C1(C(C2C=CC=CC=2)[N:8]2[C:16]3[C:11](=[CH:12][CH:13]=[CH:14][CH:15]=3)[C:10]3([C:20]4[CH:21]=[C:22]([C:25]5[CH:26]=[N:27][CH:28]=[CH:29][CH:30]=5)[CH:23]=[CH:24][C:19]=4[O:18][CH2:17]3)[C:9]2=[O:31])C=CC=CC=1.C1(C(C2C=CC=CC=2)N2C3C(=CC(C)=CC=3)C3(C4=CC5OCOC=5C=C4OC3)C2=O)C=CC=CC=1, predict the reaction product. The product is: [NH:27]1[CH2:28][CH2:29][CH2:30][CH:25]([C:22]2[CH:23]=[CH:24][C:19]3[O:18][CH2:17][C:10]4([C:11]5[C:16](=[CH:15][CH:14]=[CH:13][CH:12]=5)[NH:8][C:9]4=[O:31])[C:20]=3[CH:21]=2)[CH2:26]1.